This data is from Forward reaction prediction with 1.9M reactions from USPTO patents (1976-2016). The task is: Predict the product of the given reaction. (1) Given the reactants [OH:1][C:2]1[C:7]([C:8]([NH:10][C@@H:11]([C:13]2[CH:18]=[CH:17][C:16]([P:19](=[O:26])([O:23]CC)[O:20]CC)=[CH:15][CH:14]=2)[CH3:12])=[O:9])=[CH:6][N:5]=[C:4]([C:27]2[CH:32]=[CH:31][CH:30]=[CH:29][N:28]=2)[N:3]=1.C[Si](Br)(C)C, predict the reaction product. The product is: [OH:1][C:2]1[C:7]([C:8]([NH:10][C@@H:11]([C:13]2[CH:14]=[CH:15][C:16]([P:19](=[O:20])([OH:26])[OH:23])=[CH:17][CH:18]=2)[CH3:12])=[O:9])=[CH:6][N:5]=[C:4]([C:27]2[CH:32]=[CH:31][CH:30]=[CH:29][N:28]=2)[N:3]=1. (2) Given the reactants [OH-].[Li+].[CH3:3][O:4][CH2:5][C:6]1([C:16]([O:18]C)=[O:17])[CH2:11][CH2:10][CH:9]([C:12]([O:14]C)=[O:13])[CH2:8][CH2:7]1.Cl, predict the reaction product. The product is: [CH3:3][O:4][CH2:5][C:6]1([C:16]([OH:18])=[O:17])[CH2:11][CH2:10][CH:9]([C:12]([OH:14])=[O:13])[CH2:8][CH2:7]1.